Dataset: Reaction yield outcomes from USPTO patents with 853,638 reactions. Task: Predict the reaction yield, written as a fraction of the theoretical maximum amount of product (1.0 means a 100% yield; for example, 0.34 means a 34% yield). The reactants are S(S([O-])(=O)=O)([O-])(=O)=O.[Na+].[Na+].[CH3:11][O:12][C:13](=[O:35])[CH2:14][C:15]1[CH:20]=[C:19]([Br:21])[C:18]([O:22][C:23]2[CH:28]=[CH:27][C:26]([O:29][CH3:30])=[C:25]([N+:31]([O-])=O)[CH:24]=2)=[C:17]([Br:34])[CH:16]=1. The catalyst is CO. The product is [CH3:11][O:12][C:13](=[O:35])[CH2:14][C:15]1[CH:20]=[C:19]([Br:21])[C:18]([O:22][C:23]2[CH:28]=[CH:27][C:26]([O:29][CH3:30])=[C:25]([NH2:31])[CH:24]=2)=[C:17]([Br:34])[CH:16]=1. The yield is 0.500.